This data is from Forward reaction prediction with 1.9M reactions from USPTO patents (1976-2016). The task is: Predict the product of the given reaction. (1) Given the reactants [CH3:1][C:2]1[CH:3]=[C:4]([CH:8]=[CH:9][CH2:10]O)[CH:5]=[CH:6][CH:7]=1.C1(P(C2C=CC=CC=2)C2C=CC=CC=2)C=CC=CC=1.[Cl:31]N1C(=O)CCC1=O.O, predict the reaction product. The product is: [Cl:31][CH2:10][CH:9]=[CH:8][C:4]1[CH:5]=[CH:6][CH:7]=[C:2]([CH3:1])[CH:3]=1. (2) Given the reactants [Cl:1][C:2]1[CH:10]=[CH:9][C:8]([CH3:11])=[CH:7][C:3]=1[C:4]([OH:6])=O.[N:12]1([CH:18]([C:21]2[CH:26]=[CH:25][N:24]=[CH:23][CH:22]=2)[CH2:19][NH2:20])[CH2:17][CH2:16][O:15][CH2:14][CH2:13]1, predict the reaction product. The product is: [Cl:1][C:2]1[CH:10]=[CH:9][C:8]([CH3:11])=[CH:7][C:3]=1[C:4]([NH:20][CH2:19][CH:18]([N:12]1[CH2:17][CH2:16][O:15][CH2:14][CH2:13]1)[C:21]1[CH:22]=[CH:23][N:24]=[CH:25][CH:26]=1)=[O:6]. (3) Given the reactants [F:1][C:2]1[CH:3]=[CH:4][C:5]([O:43][CH3:44])=[C:6]([C:8]2[CH:13]=[CH:12][N:11]=[C:10]3[N:14](S(C4C=CC=CC=4)(=O)=O)[C:15]([C:17]4[CH2:22][CH2:21][N:20]([S:23]([CH2:26][C:27]([O:29]C(C)(C)C)=[O:28])(=[O:25])=[O:24])[CH2:19][CH:18]=4)=[CH:16][C:9]=23)[CH:7]=1.[OH-].[Na+], predict the reaction product. The product is: [F:1][C:2]1[CH:3]=[CH:4][C:5]([O:43][CH3:44])=[C:6]([C:8]2[CH:13]=[CH:12][N:11]=[C:10]3[NH:14][C:15]([C:17]4[CH2:22][CH2:21][N:20]([S:23]([CH2:26][C:27]([OH:29])=[O:28])(=[O:25])=[O:24])[CH2:19][CH:18]=4)=[CH:16][C:9]=23)[CH:7]=1. (4) Given the reactants C1C=CC(P(C2C=CC=CC=2)C2C=CC=CC=2)=CC=1.N(C(OC(C)C)=O)=NC(OC(C)C)=O.[S:34]1[C:42]2[CH2:41][CH2:40][N:39]([CH2:43][CH2:44][OH:45])[CH2:38][C:37]=2[CH:36]=[CH:35]1.[CH2:46]([O:48][C:49](=[O:71])[CH2:50][N:51]([CH2:63][C:64]1[CH:69]=[CH:68][C:67](O)=[CH:66][CH:65]=1)[C:52]([O:54][C:55]1[CH:60]=[CH:59][C:58]([O:61][CH3:62])=[CH:57][CH:56]=1)=[O:53])[CH3:47], predict the reaction product. The product is: [CH2:46]([O:48][C:49](=[O:71])[CH2:50][N:51]([CH2:63][C:64]1[CH:65]=[CH:66][C:67]([O:45][CH2:44][CH2:43][N:39]2[CH2:40][CH2:41][C:42]3[S:34][CH:35]=[CH:36][C:37]=3[CH2:38]2)=[CH:68][CH:69]=1)[C:52]([O:54][C:55]1[CH:60]=[CH:59][C:58]([O:61][CH3:62])=[CH:57][CH:56]=1)=[O:53])[CH3:47]. (5) Given the reactants [F:1][C:2]1[CH:9]=[C:8]([CH:10]=[O:11])[C:7]([F:12])=[CH:6][C:3]=1[C:4]#[N:5].[BH4-].[Na+], predict the reaction product. The product is: [F:1][C:2]1[CH:9]=[C:8]([CH2:10][OH:11])[C:7]([F:12])=[CH:6][C:3]=1[C:4]#[N:5]. (6) Given the reactants B(Br)(Br)Br.C[O:6][C:7]1[CH:8]=[C:9]2[C:13](=[CH:14][CH:15]=1)[CH2:12][CH:11]([N:16]1[CH2:22][CH2:21][CH2:20][CH2:19][CH2:18][CH2:17]1)[CH2:10]2, predict the reaction product. The product is: [N:16]1([CH:11]2[CH2:10][C:9]3[C:13](=[CH:14][CH:15]=[C:7]([OH:6])[CH:8]=3)[CH2:12]2)[CH2:17][CH2:18][CH2:19][CH2:20][CH2:21][CH2:22]1.